This data is from Catalyst prediction with 721,799 reactions and 888 catalyst types from USPTO. The task is: Predict which catalyst facilitates the given reaction. (1) Reactant: Br[C:2]1[S:6][C:5]([C:7]2[C:12]([C:13]#[N:14])=[CH:11][N:10]=[C:9]([NH:15][CH2:16][CH2:17][N:18]3[CH2:22][CH2:21][NH:20][C:19]3=[O:23])[N:8]=2)=[CH:4][CH:3]=1.[S:24]1[CH:28]=[CH:27][CH:26]=[C:25]1B(O)O.C(=O)([O-])[O-].[Na+].[Na+].C(O)C. Product: [O:23]=[C:19]1[NH:20][CH2:21][CH2:22][N:18]1[CH2:17][CH2:16][NH:15][C:9]1[N:8]=[C:7]([C:5]2[S:6][C:2]([C:25]3[S:24][CH:28]=[CH:27][CH:26]=3)=[CH:3][CH:4]=2)[C:12]([C:13]#[N:14])=[CH:11][N:10]=1. The catalyst class is: 668. (2) Reactant: [C:1]([C@@H:3]([NH:23][C:24]([C:26]1([NH:32]C(=O)OC(C)(C)C)[CH2:31][CH2:30][O:29][CH2:28][CH2:27]1)=[O:25])[CH2:4][C:5]1[CH:10]=[CH:9][C:8]([C:11]2[CH:12]=[CH:13][C:14]3[N:19]([CH3:20])[C:18](=[O:21])[CH2:17][S:16][C:15]=3[CH:22]=2)=[CH:7][CH:6]=1)#[N:2]. Product: [NH2:32][C:26]1([C:24]([NH:23][C@H:3]([C:1]#[N:2])[CH2:4][C:5]2[CH:6]=[CH:7][C:8]([C:11]3[CH:12]=[CH:13][C:14]4[N:19]([CH3:20])[C:18](=[O:21])[CH2:17][S:16][C:15]=4[CH:22]=3)=[CH:9][CH:10]=2)=[O:25])[CH2:27][CH2:28][O:29][CH2:30][CH2:31]1. The catalyst class is: 106. (3) Reactant: [OH:1][C:2]1[CH:3]=[C:4]([CH:17]=[CH:18][CH:19]=1)[C:5](=[O:16])[CH:6]=[CH:7][C:8]1[CH:13]=[CH:12][C:11]([O:14][CH3:15])=[CH:10][CH:9]=1.Br[C:21](Br)([CH2:24][CH3:25])[CH2:22][CH3:23].C(=O)([O-])[O-].[K+].[K+].[K+].[Br-:34]. Product: [Br:34][CH2:23][CH2:22][CH2:21][CH2:24][CH2:25][O:1][C:2]1[CH:3]=[C:4]([CH:17]=[CH:18][CH:19]=1)[C:5](=[O:16])[CH:6]=[CH:7][C:8]1[CH:13]=[CH:12][C:11]([O:14][CH3:15])=[CH:10][CH:9]=1. The catalyst class is: 21.